This data is from Forward reaction prediction with 1.9M reactions from USPTO patents (1976-2016). The task is: Predict the product of the given reaction. (1) Given the reactants [Br:1][C:2]1[CH:7]=[CH:6][C:5]([S:8]([NH:11][C:12]2[CH:17]=[CH:16][CH:15]=[C:14](Br)[N:13]=2)(=[O:10])=[O:9])=[CH:4][C:3]=1[F:19].[CH3:20][C@H:21]1[CH2:26][NH:25][CH2:24][C@@H:23]([CH3:27])[NH:22]1, predict the reaction product. The product is: [Br:1][C:2]1[CH:7]=[CH:6][C:5]([S:8]([NH:11][C:12]2[CH:17]=[CH:16][CH:15]=[C:14]([N:25]3[CH2:24][C@H:23]([CH3:27])[NH:22][C@H:21]([CH3:20])[CH2:26]3)[N:13]=2)(=[O:10])=[O:9])=[CH:4][C:3]=1[F:19]. (2) Given the reactants [CH3:1][C:2]1[C:6]([N+:7]([O-:9])=[O:8])=[CH:5][NH:4][N:3]=1.C(=O)([O-])[O-].[K+].[K+].I[CH:17]([CH3:19])[CH3:18].O, predict the reaction product. The product is: [CH:17]([N:4]1[CH:5]=[C:6]([N+:7]([O-:9])=[O:8])[C:2]([CH3:1])=[N:3]1)([CH3:19])[CH3:18]. (3) Given the reactants [O:1]1[C:5]2([CH2:10][CH2:9][C:8]([CH2:13][OH:14])([CH2:11]O)[CH2:7][CH2:6]2)[O:4][CH2:3][CH2:2]1.C([Li])CCC.CC1C=CC=CC=1S(Cl)(=O)=O.[NH4+].[Cl-], predict the reaction product. The product is: [CH2:11]1[C:8]2([CH2:7][CH2:6][C:5]3([O:1][CH2:2][CH2:3][O:4]3)[CH2:10][CH2:9]2)[CH2:13][O:14]1. (4) Given the reactants [C:1]([Cl:5])(=O)OC.[C:6]1([CH3:12])[CH:11]=[CH:10][CH:9]=[CH:8][CH:7]=1, predict the reaction product. The product is: [CH3:12][C:6]1[CH:11]=[CH:10][C:9]([C:6]2[CH:11]=[CH:10][CH:9]=[CH:8][CH:7]=2)=[CH:8][C:7]=1[CH2:1][Cl:5]. (5) Given the reactants [Cl:1][C:2]1[CH:7]=[CH:6][C:5]([NH:8][C:9]2[N:14]=[C:13]([C:15]#[N:16])[CH:12]=[CH:11][N:10]=2)=[CH:4][CH:3]=1.[NH4+]=[S:18].O, predict the reaction product. The product is: [Cl:1][C:2]1[CH:3]=[CH:4][C:5]([NH:8][C:9]2[N:14]=[C:13]([C:15](=[S:18])[NH2:16])[CH:12]=[CH:11][N:10]=2)=[CH:6][CH:7]=1. (6) Given the reactants [Cl:1][C:2]1[CH:7]=[CH:6][C:5]([C:8]2([C:13]3[CH:14]=[C:15]4[C:20](=[CH:21][CH:22]=3)[N:19]=[CH:18][CH:17]=[C:16]4[CH2:23][CH2:24][C:25]3[CH:30]=[CH:29][CH:28]=[CH:27][CH:26]=3)OCC[O:9]2)=[CH:4][CH:3]=1.[NH4+].[OH-], predict the reaction product. The product is: [Cl:1][C:2]1[CH:7]=[CH:6][C:5]([C:8]([C:13]2[CH:14]=[C:15]3[C:20](=[CH:21][CH:22]=2)[N:19]=[CH:18][CH:17]=[C:16]3[CH2:23][CH2:24][C:25]2[CH:26]=[CH:27][CH:28]=[CH:29][CH:30]=2)=[O:9])=[CH:4][CH:3]=1. (7) Given the reactants C(N)(=O)C.Br[C:6]1[CH:11]=[N:10][C:9]([N+:12]([O-:14])=[O:13])=[CH:8][N:7]=1.[CH3:15][S:16]([NH2:19])(=[O:18])=[O:17].C(=O)([O-])[O-].[K+].[K+].Cl.C, predict the reaction product. The product is: [N+:12]([C:9]1[N:10]=[CH:11][C:6]([NH:19][S:16]([CH3:15])(=[O:18])=[O:17])=[N:7][CH:8]=1)([O-:14])=[O:13].